Dataset: Reaction yield outcomes from USPTO patents with 853,638 reactions. Task: Predict the reaction yield, written as a fraction of the theoretical maximum amount of product (1.0 means a 100% yield; for example, 0.34 means a 34% yield). (1) The reactants are [Na].C(O[C:5](=[O:17])[CH:6]([C:15]#[N:16])[CH2:7][CH:8]([O:12][CH2:13][CH3:14])[O:9][CH2:10][CH3:11])C.[NH2:18][C:19]([NH2:21])=[S:20]. The catalyst is C(O)C. The product is [NH2:16][C:15]1[N:21]=[C:19]([SH:20])[N:18]=[C:5]([OH:17])[C:6]=1[CH2:7][CH:8]([O:12][CH2:13][CH3:14])[O:9][CH2:10][CH3:11]. The yield is 0.360. (2) The reactants are Br[C:2]1[S:3][C:4]([CH3:18])=[C:5]([CH2:7][N:8]2[CH:12]=[C:11]([C:13]([O:15][CH2:16][CH3:17])=[O:14])[CH:10]=[N:9]2)[N:6]=1.[F:19][C:20]1[C:25]([C:26]([F:29])([F:28])[F:27])=[CH:24][CH:23]=[CH:22][C:21]=1B(O)O.C(=O)([O-])[O-].[Na+].[Na+].O. The catalyst is COCCOC.C(O)C. The product is [F:19][C:20]1[C:25]([C:26]([F:27])([F:28])[F:29])=[CH:24][CH:23]=[CH:22][C:21]=1[C:2]1[S:3][C:4]([CH3:18])=[C:5]([CH2:7][N:8]2[CH:12]=[C:11]([C:13]([O:15][CH2:16][CH3:17])=[O:14])[CH:10]=[N:9]2)[N:6]=1. The yield is 0.680. (3) The reactants are [NH2:1][C:2]1[CH:12]=[C:11]([O:13][CH3:14])[C:10]([O:15][CH2:16][CH2:17][CH2:18][CH2:19][CH2:20][CH2:21][C:22]([O:24][CH2:25][CH3:26])=[O:23])=[CH:9][C:3]=1[C:4](OCC)=[O:5].[CH:27]([O-])=O.[NH4+:30]. The catalyst is C(N)=O. The product is [CH3:14][O:13][C:11]1[CH:12]=[C:2]2[C:3]([C:4](=[O:5])[NH:30][CH:27]=[N:1]2)=[CH:9][C:10]=1[O:15][CH2:16][CH2:17][CH2:18][CH2:19][CH2:20][CH2:21][C:22]([O:24][CH2:25][CH3:26])=[O:23]. The yield is 0.990. (4) The reactants are [NH2:1][C:2]1[CH:3]=[C:4](B(O)O)[CH:5]=[CH:6][CH:7]=1.Br[C:12]1[N:13]=[CH:14][N:15]([C:17]([C:30]2[CH:35]=[CH:34][CH:33]=[CH:32][CH:31]=2)([C:24]2[CH:29]=[CH:28][CH:27]=[CH:26][CH:25]=2)[C:18]2[CH:23]=[CH:22][CH:21]=[CH:20][CH:19]=2)[CH:16]=1.F[B-](F)(F)F.C([PH+](C(C)(C)C)C(C)(C)C)(C)(C)C.[F-].[K+]. The catalyst is C1COCC1. The product is [C:17]([N:15]1[CH:16]=[C:12]([C:4]2[CH:3]=[C:2]([CH:7]=[CH:6][CH:5]=2)[NH2:1])[N:13]=[CH:14]1)([C:24]1[CH:25]=[CH:26][CH:27]=[CH:28][CH:29]=1)([C:30]1[CH:35]=[CH:34][CH:33]=[CH:32][CH:31]=1)[C:18]1[CH:23]=[CH:22][CH:21]=[CH:20][CH:19]=1. The yield is 0.360. (5) The reactants are [CH2:1]([N:3]1[C:7]([C:8]2[CH:9]=[C:10]([C:13]([OH:15])=O)[O:11][CH:12]=2)=[C:6]([CH3:16])[CH:5]=[N:4]1)[CH3:2].C1CN([P+](Br)(N2CCCC2)N2CCCC2)CC1.F[P-](F)(F)(F)(F)F.CCN(C(C)C)C(C)C.[NH2:50][C@@H:51]([CH2:64][C:65]1[CH:70]=[CH:69][CH:68]=[C:67]([F:71])[CH:66]=1)[CH2:52][N:53]1[C:61](=[O:62])[C:60]2[C:55](=[CH:56][CH:57]=[CH:58][CH:59]=2)[C:54]1=[O:63]. The catalyst is C(Cl)Cl. The product is [O:63]=[C:54]1[C:55]2[C:60](=[CH:59][CH:58]=[CH:57][CH:56]=2)[C:61](=[O:62])[N:53]1[CH2:52][C@@H:51]([NH:50][C:13]([C:10]1[O:11][CH:12]=[C:8]([C:7]2[N:3]([CH2:1][CH3:2])[N:4]=[CH:5][C:6]=2[CH3:16])[CH:9]=1)=[O:15])[CH2:64][C:65]1[CH:70]=[CH:69][CH:68]=[C:67]([F:71])[CH:66]=1. The yield is 0.540.